From a dataset of Forward reaction prediction with 1.9M reactions from USPTO patents (1976-2016). Predict the product of the given reaction. (1) Given the reactants [Br:1]Br.[C:3]1(=[O:10])[CH2:8][CH2:7][CH2:6][CH2:5][C:4]1=[O:9], predict the reaction product. The product is: [Br:1][CH:8]1[CH2:7][CH2:6][CH2:5][C:4](=[O:9])[C:3]1=[O:10]. (2) Given the reactants Br[C:2]1[CH:7]=[CH:6][C:5]([N:8]2[C:12]3[N:13]=[CH:14][N:15]([CH2:18][C:19]4([OH:32])[CH2:24][CH2:23][N:22]([C:25]([O:27][C:28]([CH3:31])([CH3:30])[CH3:29])=[O:26])[CH2:21][CH2:20]4)[C:16](=[O:17])[C:11]=3[CH:10]=[N:9]2)=[CH:4][CH:3]=1.COC1C=CC=C(OC)C=1C1C=CC=CC=1P([CH:54]1[CH2:59][CH2:58][CH2:57]CC1)[CH:58]1[CH2:57]CC[CH2:54][CH2:59]1.Br[Zn]C1CCC1, predict the reaction product. The product is: [CH:57]1([C:2]2[CH:7]=[CH:6][C:5]([N:8]3[C:12]4[N:13]=[CH:14][N:15]([CH2:18][C:19]5([OH:32])[CH2:24][CH2:23][N:22]([C:25]([O:27][C:28]([CH3:29])([CH3:31])[CH3:30])=[O:26])[CH2:21][CH2:20]5)[C:16](=[O:17])[C:11]=4[CH:10]=[N:9]3)=[CH:4][CH:3]=2)[CH2:58][CH2:59][CH2:54]1. (3) Given the reactants [CH:1](=[O:8])[C:2]1[CH:7]=[CH:6][CH:5]=[CH:4][CH:3]=1.[CH3:9][CH:10]([CH3:17])[CH:11]=[CH:12]CC([O-])=O.O.CCN(CC)CC.CC1C(C)=C(C)C(C)=C(C)C=1C, predict the reaction product. The product is: [CH3:9][C:10]([CH3:17])([CH:11]=[CH2:12])[CH:1]([C:2]1[CH:7]=[CH:6][CH:5]=[CH:4][CH:3]=1)[OH:8]. (4) Given the reactants [C:1]([C:3]1[CH:4]=[C:5]([S:10]([NH:13][C:14]2[CH:19]=[CH:18][C:17]([F:20])=[CH:16][N:15]=2)(=[O:12])=[O:11])[CH:6]=[CH:7][C:8]=1F)#[N:2].[Cl:21][C:22]1[CH:29]=[C:28]([OH:30])[CH:27]=[CH:26][C:23]=1[C:24]#[N:25].C(=O)([O-])[O-].[K+].[K+].C(=O)([O-])O.[Na+], predict the reaction product. The product is: [Cl:21][C:22]1[CH:29]=[C:28]([CH:27]=[CH:26][C:23]=1[C:24]#[N:25])[O:30][C:8]1[CH:7]=[CH:6][C:5]([S:10]([NH:13][C:14]2[CH:19]=[CH:18][C:17]([F:20])=[CH:16][N:15]=2)(=[O:12])=[O:11])=[CH:4][C:3]=1[C:1]#[N:2]. (5) The product is: [CH3:13][O:12][C:9]1[CH:10]=[C:11]2[C:6]([C:5]([CH3:14])=[N:4][N:3]=[C:2]2[NH:15][CH:16]2[CH2:17][CH2:18][N:19]([CH2:22][C:23]3[CH:32]=[CH:31][C:30]4[C:25](=[CH:26][CH:27]=[CH:28][CH:29]=4)[CH:24]=3)[CH2:20][CH2:21]2)=[CH:7][CH:8]=1. Given the reactants Cl[C:2]1[C:11]2[C:6](=[CH:7][CH:8]=[C:9]([O:12][CH3:13])[CH:10]=2)[C:5]([CH3:14])=[N:4][N:3]=1.[NH2:15][CH:16]1[CH2:21][CH2:20][N:19]([CH2:22][C:23]2[CH:32]=[CH:31][C:30]3[C:25](=[CH:26][CH:27]=[CH:28][CH:29]=3)[CH:24]=2)[CH2:18][CH2:17]1, predict the reaction product. (6) Given the reactants FC(F)(F)S(O[C:7]1[CH:8]=[C:9]2[C:13](=[C:14]([F:16])[CH:15]=1)[NH:12][CH:11]=[CH:10]2)(=O)=O.[B:19]1([B:19]2[O:23][C:22]([CH3:25])([CH3:24])[C:21]([CH3:27])([CH3:26])[O:20]2)[O:23][C:22]([CH3:25])([CH3:24])[C:21]([CH3:27])([CH3:26])[O:20]1.C([O-])(=O)C.[K+], predict the reaction product. The product is: [F:16][C:14]1[CH:15]=[C:7]([B:19]2[O:23][C:22]([CH3:25])([CH3:24])[C:21]([CH3:27])([CH3:26])[O:20]2)[CH:8]=[C:9]2[C:13]=1[NH:12][CH:11]=[CH:10]2. (7) Given the reactants C([O:5][C:6]([C:8]1[O:9][C:10]2[CH:17]=[CH:16][C:15]([CH2:18][OH:19])=[C:14]([O:20][CH3:21])[C:11]=2[C:12]=1[CH3:13])=[O:7])(C)(C)C.[C:22](O)([C:24]([F:27])([F:26])[F:25])=[O:23].ClCCl, predict the reaction product. The product is: [CH3:21][O:20][C:14]1[C:11]2[C:12]([CH3:13])=[C:8]([C:6]([OH:5])=[O:7])[O:9][C:10]=2[CH:17]=[CH:16][C:15]=1[CH2:18][O:19][C:22](=[O:23])[C:24]([F:27])([F:26])[F:25]. (8) Given the reactants [CH2:1]([O:3][C:4]([C:6]1[CH:7]=[N:8][N:9]([C:11]2[N:15](COCCOC)[C:14]3[CH:22]=[C:23]([Cl:36])[C:24]([S:26]([C:29]4[CH:34]=[CH:33][C:32]([Cl:35])=[CH:31][CH:30]=4)(=[O:28])=[O:27])=[CH:25][C:13]=3[N:12]=2)[CH:10]=1)=[O:5])[CH3:2].CCO.Cl, predict the reaction product. The product is: [CH2:1]([O:3][C:4]([C:6]1[CH:7]=[N:8][N:9]([C:11]2[NH:15][C:14]3[CH:22]=[C:23]([Cl:36])[C:24]([S:26]([C:29]4[CH:34]=[CH:33][C:32]([Cl:35])=[CH:31][CH:30]=4)(=[O:27])=[O:28])=[CH:25][C:13]=3[N:12]=2)[CH:10]=1)=[O:5])[CH3:2]. (9) Given the reactants [NH2:1][C:2]1[N:7]=[CH:6][N:5]=[C:4]2[N:8]([CH:12]([C:14]3[CH:21]=[C:20]([CH3:22])[C:17]([C:18]#[N:19])=[C:16]([CH:23]4[CH2:26][NH:25][CH2:24]4)[C:15]=3[O:27][CH2:28][CH3:29])[CH3:13])[N:9]=[C:10]([CH3:11])[C:3]=12.[CH3:30][C:31]([CH3:33])=O.C([BH3-])#N.[Na+], predict the reaction product. The product is: [NH2:1][C:2]1[N:7]=[CH:6][N:5]=[C:4]2[N:8]([CH:12]([C:14]3[CH:21]=[C:20]([CH3:22])[C:17]([C:18]#[N:19])=[C:16]([CH:23]4[CH2:26][N:25]([CH:31]([CH3:33])[CH3:30])[CH2:24]4)[C:15]=3[O:27][CH2:28][CH3:29])[CH3:13])[N:9]=[C:10]([CH3:11])[C:3]=12. (10) Given the reactants ClN1C(=O)N(Cl)C(=O)N(Cl)C1=O.[SH:13][C:14]1[CH:19]=[CH:18][N:17]=[CH:16][CH:15]=1.[CH3:20][O:21][C:22]1[CH:29]=[C:28]([O:30][CH3:31])[CH:27]=[CH:26][C:23]=1[CH2:24][NH2:25].C(N(CC)CC)C, predict the reaction product. The product is: [CH3:20][O:21][C:22]1[CH:29]=[C:28]([O:30][CH3:31])[CH:27]=[CH:26][C:23]=1[CH2:24][NH:25][S:13][C:14]1[CH:19]=[CH:18][N:17]=[CH:16][CH:15]=1.